From a dataset of Reaction yield outcomes from USPTO patents with 853,638 reactions. Predict the reaction yield, written as a fraction of the theoretical maximum amount of product (1.0 means a 100% yield; for example, 0.34 means a 34% yield). (1) The reactants are [F:1][C:2]1[CH:3]=[C:4]([CH2:20][OH:21])[CH:5]=[C:6]([F:19])[C:7]=1[O:8][C:9]1[CH:14]=[CH:13][N:12]=[C:11]([C:15]([F:18])([F:17])[F:16])[CH:10]=1.[H-].[Na+].[C:24]([O:28][C:29]([N:31]1[C:39]2[N:34]([C:35](=[O:41])[N:36]=[C:37](Cl)[CH:38]=2)[CH2:33][C@@H:32]1[CH3:42])=[O:30])([CH3:27])([CH3:26])[CH3:25]. The catalyst is C1COCC1. The product is [C:24]([O:28][C:29]([N:31]1[C:39]2[N:34]([C:35](=[O:41])[N:36]=[C:37]([O:21][CH2:20][C:4]3[CH:5]=[C:6]([F:19])[C:7]([O:8][C:9]4[CH:14]=[CH:13][N:12]=[C:11]([C:15]([F:16])([F:17])[F:18])[CH:10]=4)=[C:2]([F:1])[CH:3]=3)[CH:38]=2)[CH2:33][C@@H:32]1[CH3:42])=[O:30])([CH3:27])([CH3:25])[CH3:26]. The yield is 0.701. (2) The reactants are [S:1](=[O:5])(=[O:4])([OH:3])[OH:2].[CH3:6][C:7]([C@H:10]([NH:52][C:53]([O:55][CH3:56])=[O:54])[C:11]([NH:13][C@H:14]([C@@H:22]([OH:51])[CH2:23][N:24]([NH:38][C:39]([C@@H:41]([NH:46][C:47]([O:49][CH3:50])=[O:48])[C:42]([CH3:45])([CH3:44])[CH3:43])=[O:40])[CH2:25][C:26]1[CH:31]=[CH:30][C:29]([C:32]2[N:37]=[CH:36][CH:35]=[CH:34][CH:33]=2)=[CH:28][CH:27]=1)[CH2:15][C:16]1[CH:21]=[CH:20][CH:19]=[CH:18][CH:17]=1)=[O:12])([CH3:9])[CH3:8].CCO. The catalyst is CC(OC)(C)C. The product is [CH3:9][C:7]([C@H:10]([NH:52][C:53]([O:55][CH3:56])=[O:54])[C:11]([NH:13][C@H:14]([C@@H:22]([OH:51])[CH2:23][N:24]([NH:38][C:39]([C@@H:41]([NH:46][C:47]([O:49][CH3:50])=[O:48])[C:42]([CH3:43])([CH3:44])[CH3:45])=[O:40])[CH2:25][C:26]1[CH:27]=[CH:28][C:29]([C:32]2[CH:33]=[CH:34][CH:35]=[CH:36][N:37]=2)=[CH:30][CH:31]=1)[CH2:15][C:16]1[CH:21]=[CH:20][CH:19]=[CH:18][CH:17]=1)=[O:12])([CH3:6])[CH3:8].[OH:4][S:1]([OH:5])(=[O:3])=[O:2]. The yield is 0.910. (3) The reactants are [CH2:1]([O:3][C:4](=[O:20])[CH:5]([C:11]1[CH:16]=[CH:15][N:14]=[C:13]2[CH:17]=[CH:18][S:19][C:12]=12)C(OCC)=O)[CH3:2].O.[Cl-].[Li+]. The catalyst is CS(C)=O. The product is [CH2:1]([O:3][C:4](=[O:20])[CH2:5][C:11]1[CH:16]=[CH:15][N:14]=[C:13]2[CH:17]=[CH:18][S:19][C:12]=12)[CH3:2]. The yield is 0.540. (4) The reactants are N[C@]12CC[C@@H](C(C)=C)[C@@H]1[C@@H]1[C@@](C)(CC2)[C@@]2(C)[C@@H]([C@]3(C)[C@@H](CC2)C(C)(C)C(C2C=CC(C(OC)=O)=CC=2)=CC3)CC1.[F:41][C:42]1([F:90])[CH2:47][CH2:46][N:45]([CH2:48][C:49]([NH:51][C@:52]23[CH2:86][CH2:85][C@@H:84]([C:87]([CH3:89])=[CH2:88])[C@@H:53]2[C@@H:54]2[C@@:67]([CH3:70])([CH2:68][CH2:69]3)[C@@:66]3([CH3:71])[C@@H:57]([C@:58]4([CH3:83])[C@@H:63]([CH2:64][CH2:65]3)[C:62]([CH3:73])([CH3:72])[C:61]([C:74]3[CH:82]=[CH:81][C:77]([C:78]([OH:80])=[O:79])=[CH:76][CH:75]=3)=[CH:60][CH2:59]4)[CH2:56][CH2:55]2)=[O:50])C[CH2:43]1. No catalyst specified. The product is [F:41][C:42]1([F:90])[CH2:47][CH2:46][N:45]([CH2:48][C:49]([NH:51][C@:52]23[CH2:86][CH2:85][C@@H:84]([C:87]([CH3:89])=[CH2:88])[C@@H:53]2[C@@H:54]2[C@@:67]([CH3:70])([CH2:68][CH2:69]3)[C@@:66]3([CH3:71])[C@@H:57]([C@:58]4([CH3:83])[C@@H:63]([CH2:64][CH2:65]3)[C:62]([CH3:73])([CH3:72])[C:61]([C:74]3[CH:82]=[CH:81][C:77]([C:78]([OH:80])=[O:79])=[CH:76][CH:75]=3)=[CH:60][CH2:59]4)[CH2:56][CH2:55]2)=[O:50])[CH2:43]1. The yield is 0.380. (5) The reactants are [C:1]([C:5]1[CH:34]=[CH:33][C:8]([CH2:9][N:10]([CH2:31][CH3:32])[C:11](=[O:30])[CH2:12][O:13][C:14]2[CH:19]=[CH:18][C:17]([CH2:20][C@H:21]([O:27][CH2:28][CH3:29])[C:22]([O:24]CC)=[O:23])=[CH:16][CH:15]=2)=[CH:7][CH:6]=1)([CH3:4])([CH3:3])[CH3:2].[Li+].[OH-].Cl. The catalyst is C1COCC1. The product is [C:1]([C:5]1[CH:6]=[CH:7][C:8]([CH2:9][N:10]([CH2:31][CH3:32])[C:11](=[O:30])[CH2:12][O:13][C:14]2[CH:15]=[CH:16][C:17]([CH2:20][C@H:21]([O:27][CH2:28][CH3:29])[C:22]([OH:24])=[O:23])=[CH:18][CH:19]=2)=[CH:33][CH:34]=1)([CH3:2])([CH3:3])[CH3:4]. The yield is 0.860. (6) The reactants are Cl[C:2]1[N:7]2[N:8]=[C:9]([CH3:11])[CH:10]=[C:6]2[N:5]=[C:4]([NH:12][C:13](=[O:24])[C:14]2[CH:19]=[CH:18][C:17]([C:20]([OH:23])([CH3:22])[CH3:21])=[CH:16][CH:15]=2)[CH:3]=1.Cl.[C:26]1([S:32]([CH:35]2[CH2:40][CH2:39][NH:38][CH2:37][CH2:36]2)(=[O:34])=[O:33])[CH:31]=[CH:30][CH:29]=[CH:28][CH:27]=1.C(N(CC)C(C)C)(C)C. The product is [OH:23][C:20]([C:17]1[CH:18]=[CH:19][C:14]([C:13]([NH:12][C:4]2[CH:3]=[C:2]([N:38]3[CH2:37][CH2:36][CH:35]([S:32]([C:26]4[CH:31]=[CH:30][CH:29]=[CH:28][CH:27]=4)(=[O:33])=[O:34])[CH2:40][CH2:39]3)[N:7]3[N:8]=[C:9]([CH3:11])[CH:10]=[C:6]3[N:5]=2)=[O:24])=[CH:15][CH:16]=1)([CH3:22])[CH3:21]. The yield is 0.730. The catalyst is CN(C=O)C.CS(C)=O.CO. (7) The catalyst is O1CCOCC1. The product is [N:11]1([C:8]2[CH:7]=[C:3]3[C:2](=[CH:10][CH:9]=2)[NH:1][C:17](=[O:18])[NH:6][C:4]3=[O:5])[CH2:16][CH2:15][CH2:14][CH2:13][CH2:12]1. The yield is 0.910. The reactants are [NH2:1][C:2]1[CH:10]=[CH:9][C:8]([N:11]2[CH2:16][CH2:15][CH2:14][CH2:13][CH2:12]2)=[CH:7][C:3]=1[C:4]([NH2:6])=[O:5].[C:17](Cl)(Cl)=[O:18].